From a dataset of Catalyst prediction with 721,799 reactions and 888 catalyst types from USPTO. Predict which catalyst facilitates the given reaction. Reactant: [Cl:1][C:2]1[CH:3]=[C:4]2[C:8](=[CH:9][CH:10]=1)[NH:7][CH:6]=[C:5]2[CH:11]=[O:12].C(=O)([O-])[O-].[K+].[K+].[CH3:19][C:20]([O:23][C:24](O[C:24]([O:23][C:20]([CH3:22])([CH3:21])[CH3:19])=[O:25])=[O:25])([CH3:22])[CH3:21]. Product: [Cl:1][C:2]1[CH:3]=[C:4]2[C:8](=[CH:9][CH:10]=1)[N:7]([C:24]([O:23][C:20]([CH3:22])([CH3:21])[CH3:19])=[O:25])[CH:6]=[C:5]2[CH:11]=[O:12]. The catalyst class is: 1.